From a dataset of Full USPTO retrosynthesis dataset with 1.9M reactions from patents (1976-2016). Predict the reactants needed to synthesize the given product. (1) Given the product [CH3:37][C:34]1([CH3:38])[CH2:35][CH2:36][C:31]([C:2]2[C:3]([C:10]3[CH:15]=[CH:14][CH:13]=[CH:12][CH:11]=3)=[N:4][N:5]([CH3:9])[C:6]=2[CH:7]=[O:8])=[CH:32][CH2:33]1, predict the reactants needed to synthesize it. The reactants are: Br[C:2]1[C:3]([C:10]2[CH:15]=[CH:14][CH:13]=[CH:12][CH:11]=2)=[N:4][N:5]([CH3:9])[C:6]=1[CH:7]=[O:8].C(=O)([O-])[O-].[Na+].[Na+].B1([C:31]2[CH2:36][CH2:35][C:34]([CH3:38])([CH3:37])[CH2:33][CH:32]=2)OC(C)(C)C(C)(C)O1.C(O)C. (2) Given the product [OH:1][CH2:2][CH2:3][CH2:4][C:5]1[C:6]([C:41]([O:43][C:44]([CH3:47])([CH3:46])[CH3:45])=[O:42])=[N:7][C:8]([N:11]2[CH2:20][CH2:19][C:18]3[C:13](=[C:14]([C:21](=[O:40])/[N:22]=[C:23]4\[S:24][C:25]5[CH:39]=[CH:38][CH:37]=[CH:36][C:26]=5[N:27]\4[CH2:28][O:29][CH2:30][CH2:31][Si:32]([CH3:35])([CH3:34])[CH3:33])[CH:15]=[CH:16][CH:17]=3)[CH2:12]2)=[CH:9][CH:10]=1, predict the reactants needed to synthesize it. The reactants are: [O:1]=[CH:2][CH2:3][CH2:4][C:5]1[C:6]([C:41]([O:43][C:44]([CH3:47])([CH3:46])[CH3:45])=[O:42])=[N:7][C:8]([N:11]2[CH2:20][CH2:19][C:18]3[C:13](=[C:14]([C:21](=[O:40])/[N:22]=[C:23]4\[S:24][C:25]5[CH:39]=[CH:38][CH:37]=[CH:36][C:26]=5[N:27]\4[CH2:28][O:29][CH2:30][CH2:31][Si:32]([CH3:35])([CH3:34])[CH3:33])[CH:15]=[CH:16][CH:17]=3)[CH2:12]2)=[CH:9][CH:10]=1.[BH4-].[Na+]. (3) The reactants are: [NH2:1][C@H:2]([C:13]1[N:18]([C:19]2[CH:24]=[CH:23][CH:22]=[CH:21][CH:20]=2)[C:17](=[O:25])[C:16]2=[CH:26][CH:27]=[CH:28][N:15]2[N:14]=1)[CH2:3][CH2:4][S:5][CH2:6][C:7]1[CH:12]=[CH:11][CH:10]=[CH:9][CH:8]=1.[NH2:29][C:30]1[C:35]([C:36]#[N:37])=[C:34](Cl)[N:33]=[CH:32][N:31]=1.C(N(CC)C(C)C)(C)C. Given the product [NH2:29][C:30]1[C:35]([C:36]#[N:37])=[C:34]([NH:1][C@H:2]([C:13]2[N:18]([C:19]3[CH:24]=[CH:23][CH:22]=[CH:21][CH:20]=3)[C:17](=[O:25])[C:16]3=[CH:26][CH:27]=[CH:28][N:15]3[N:14]=2)[CH2:3][CH2:4][S:5][CH2:6][C:7]2[CH:8]=[CH:9][CH:10]=[CH:11][CH:12]=2)[N:33]=[CH:32][N:31]=1, predict the reactants needed to synthesize it. (4) Given the product [CH3:1][C:2]1[N:3]([S:18]([C:21]2[CH:22]=[N:23][CH:24]=[CH:25][CH:26]=2)(=[O:19])=[O:20])[C:4]([C:12]2[CH:13]=[CH:14][CH:15]=[CH:16][CH:17]=2)=[CH:5][C:6]=1[CH:7]=[O:8], predict the reactants needed to synthesize it. The reactants are: [CH3:1][C:2]1[N:3]([S:18]([C:21]2[CH:22]=[N:23][CH:24]=[CH:25][CH:26]=2)(=[O:20])=[O:19])[C:4]([C:12]2[CH:17]=[CH:16][CH:15]=[CH:14][CH:13]=2)=[CH:5][C:6]=1[C:7](OCC)=[O:8].[H-].C([Al+]CC(C)C)C(C)C.O.C(OCC)(=O)C. (5) The reactants are: [O:1]=[C:2]1[CH2:8][CH2:7][C:6](=[O:9])[C:5]2[CH:10]=[CH:11][CH:12]=[CH:13][C:4]=2[N:3]1[CH2:14][CH2:15][CH2:16][CH2:17][N:18]1[CH2:23][CH2:22][N:21](C(OC(C)(C)C)=O)[CH2:20][CH2:19]1.Cl. Given the product [N:18]1([CH2:17][CH2:16][CH2:15][CH2:14][N:3]2[C:4]3[CH:13]=[CH:12][CH:11]=[CH:10][C:5]=3[C:6](=[O:9])[CH2:7][CH2:8][C:2]2=[O:1])[CH2:23][CH2:22][NH:21][CH2:20][CH2:19]1, predict the reactants needed to synthesize it. (6) Given the product [Cl:1][C:2]1[CH:3]=[CH:4][C:5]([CH2:6][N:7]2[C:12]([CH3:13])([CH3:14])[CH2:11][CH:10]([NH2:15])[CH2:9][C:8]2([CH3:18])[CH3:17])=[CH:19][CH:20]=1, predict the reactants needed to synthesize it. The reactants are: [Cl:1][C:2]1[CH:20]=[CH:19][C:5]([CH2:6][N:7]2[C:12]([CH3:14])([CH3:13])[CH2:11][C:10](=[N:15]O)[CH2:9][C:8]2([CH3:18])[CH3:17])=[CH:4][CH:3]=1.[H-].[H-].[H-].[H-].[Li+].[Al+3].C1COCC1.